Dataset: Reaction yield outcomes from USPTO patents with 853,638 reactions. Task: Predict the reaction yield, written as a fraction of the theoretical maximum amount of product (1.0 means a 100% yield; for example, 0.34 means a 34% yield). (1) The reactants are [NH:1]1[C:9]2[C:4](=[CH:5][C:6]([C:10]([OH:12])=[O:11])=[CH:7][CH:8]=2)[CH:3]=[CH:2]1.[H-].[Na+].Cl[CH2:16][C:17]1[C:26]2[C:21](=[CH:22][CH:23]=[CH:24][CH:25]=2)[N:20]=[C:19]([CH3:27])[CH:18]=1.Cl. The catalyst is CN(C=O)C. The product is [CH3:27][C:19]1[CH:18]=[C:17]([CH2:16][N:1]2[C:9]3[C:4](=[CH:5][C:6]([C:10]([OH:12])=[O:11])=[CH:7][CH:8]=3)[CH:3]=[CH:2]2)[C:26]2[CH2:25][CH:24]=[CH:23][CH2:22][C:21]=2[N:20]=1. The yield is 0.690. (2) The reactants are [I:1][C:2]1[CH:7]=[CH:6][C:5]([CH2:8][C:9]([OH:11])=[O:10])=[CH:4][CH:3]=1.O=S(Cl)Cl.[CH3:16]O. No catalyst specified. The product is [I:1][C:2]1[CH:3]=[CH:4][C:5]([CH2:8][C:9]([O:11][CH3:16])=[O:10])=[CH:6][CH:7]=1. The yield is 0.930. (3) The reactants are [CH3:1][C:2]([C:5]1[CH:10]=[CH:9][C:8]([C:11]2[C:19]3[C:14](=[CH:15][CH:16]=[CH:17][CH:18]=3)[N:13]([CH2:20][C:21]3[CH:26]=[CH:25][CH:24]=[C:23]([N:27]4[CH2:32][CH2:31][NH:30][CH2:29][CH2:28]4)[CH:22]=3)[C:12]=2[C:33]([O:35]CC2C=CC=CC=2)=[O:34])=[CH:7][CH:6]=1)([CH3:4])[CH3:3].[C:43](Cl)(=[O:45])[CH3:44].CCOC(C)=O. The catalyst is C(Cl)Cl. The product is [C:43]([N:30]1[CH2:29][CH2:28][N:27]([C:23]2[CH:22]=[C:21]([CH2:20][N:13]3[C:14]4[C:19](=[CH:18][CH:17]=[CH:16][CH:15]=4)[C:11]([C:8]4[CH:7]=[CH:6][C:5]([C:2]([CH3:4])([CH3:3])[CH3:1])=[CH:10][CH:9]=4)=[C:12]3[C:33]([OH:35])=[O:34])[CH:26]=[CH:25][CH:24]=2)[CH2:32][CH2:31]1)(=[O:45])[CH3:44]. The yield is 0.440. (4) The reactants are [CH:1]([NH:4][C:5]1[CH:10]=[CH:9][CH:8]=[CH:7][C:6]=1[CH2:11][OH:12])([CH3:3])[CH3:2]. The catalyst is C1(C)C=CC=CC=1.[O-2].[O-2].[Mn+4]. The product is [CH:1]([NH:4][C:5]1[CH:10]=[CH:9][CH:8]=[CH:7][C:6]=1[CH:11]=[O:12])([CH3:3])[CH3:2]. The yield is 0.900. (5) The reactants are [Cl:1][C:2]1[CH:7]=[CH:6][CH:5]=[C:4](I)[CH:3]=1.[Cl:9][C:10]1[CH:11]=[C:12]([C:18]([F:21])([F:20])[F:19])[CH:13]=[C:14]([Cl:17])[C:15]=1F.O. The catalyst is C1C=CC=CC=1.C([Li])CCC.CCCCCC. The product is [Cl:1][C:2]1[CH:7]=[CH:6][CH:5]=[C:4]([C:15]2[C:14]([Cl:17])=[CH:13][C:12]([C:18]([F:19])([F:21])[F:20])=[CH:11][C:10]=2[Cl:9])[CH:3]=1. The yield is 0.350. (6) The reactants are [CH2:1]([N:8]([CH2:14]OC)[CH2:9][Si](C)(C)C)[C:2]1[CH:7]=[CH:6][CH:5]=[CH:4][CH:3]=1.[Si:17]([O:24][CH2:25][C@@H:26]([CH3:30])/[CH:27]=[CH:28]/[CH3:29])([C:20]([CH3:23])([CH3:22])[CH3:21])([CH3:19])[CH3:18].FC(F)(F)[C:33](O)=[O:34].O.C(=O)(O)[O-:40].[Na+]. The catalyst is ClCCl. The product is [CH3:33][O:34][C:29]([CH:28]1[CH:27]([C@H:26]([CH3:30])[CH2:25][O:24][Si:17]([C:20]([CH3:21])([CH3:22])[CH3:23])([CH3:19])[CH3:18])[CH2:9][N:8]([CH2:1][C:2]2[CH:3]=[CH:4][CH:5]=[CH:6][CH:7]=2)[CH2:14]1)=[O:40]. The yield is 0.780. (7) The reactants are Br[C:2]1[S:3][C:4]([Br:15])=[C:5]([CH2:7][C:8]2[CH:13]=[CH:12][C:11]([Cl:14])=[CH:10][CH:9]=2)[N:6]=1.[N:16]1[CH:21]=[CH:20][C:19](B(O)O)=[CH:18][CH:17]=1.C(=O)([O-])[O-].[Na+].[Na+]. The catalyst is COCCOC.C1C=CC(P(C2C=CC=CC=2)[C-]2C=CC=C2)=CC=1.C1C=CC(P(C2C=CC=CC=2)[C-]2C=CC=C2)=CC=1.Cl[Pd]Cl.[Fe+2]. The product is [Br:15][C:4]1[S:3][C:2]([C:19]2[CH:20]=[CH:21][N:16]=[CH:17][CH:18]=2)=[N:6][C:5]=1[CH2:7][C:8]1[CH:13]=[CH:12][C:11]([Cl:14])=[CH:10][CH:9]=1. The yield is 0.260. (8) The reactants are [O:1]1[CH2:4][CH:3]([C:5]2[CH:6]=[C:7]([CH:13]=[CH:14][N:15]=2)[C:8]([O:10]CC)=[O:9])[CH2:2]1.[OH-].[Li+]. The catalyst is C1COCC1.O. The product is [O:1]1[CH2:4][CH:3]([C:5]2[CH:6]=[C:7]([CH:13]=[CH:14][N:15]=2)[C:8]([OH:10])=[O:9])[CH2:2]1. The yield is 0.410. (9) The catalyst is C(OCC)C. The yield is 0.950. The product is [CH2:17]([O:16][C:14]([C:13]1[CH:19]=[CH:20][CH:21]=[CH:22][C:12]=1[O:11][CH2:10][CH2:9][CH2:8][C:6]([OH:7])=[O:5])=[O:15])[CH3:18]. The reactants are C([O:5][C:6]([CH2:8][CH2:9][CH2:10][O:11][C:12]1[CH:22]=[CH:21][CH:20]=[CH:19][C:13]=1[C:14]([O:16][CH2:17][CH3:18])=[O:15])=[O:7])(C)(C)C.FC(F)(F)C(O)=O.C(OCC)(=O)C.